Dataset: Drug-target binding data from BindingDB using IC50 measurements. Task: Regression. Given a target protein amino acid sequence and a drug SMILES string, predict the binding affinity score between them. We predict pIC50 (pIC50 = -log10(IC50 in M); higher means more potent). Dataset: bindingdb_ic50. (1) The drug is N#C[C@@]1(NC(=O)C([NH3+])Cc2sccc2F)C[C@@H]1c1ccccc1. The target protein (Q61096) has sequence MSGSYPSPKGIHPFLLLALVVGGAVQASKIVGGHEARPHSRPYVASLQLSRFPGSHFCGGTLIHPRFVLTAAHCLQDISWQLVTVVLGAHDLLSSEPEQQKFTISQVFQNNYNPEENLNDVLLLQLNRTASLGKEVAVASLPQQDQTLSQGTQCLAMGWGRLGTQAPTPRVLQELNVTVVTFLCREHNVCTLVPRRAAGICFGDSGGPLICNGILHGVDSFVIRECASLQFPDFFARVSMYVDWIQNVLRGAEP. The pIC50 is 6.8. (2) The target protein (P40989) has sequence MSYNDPNLNGQYYSNGDGTGDGNYPTYQVTQDQSAYDEYGQPIYTQNQLDDGYYDPNEQYVDGTQFPQGQDPSQDQGPYNNDASYYNQPPNMMNPSSQDGENFSDFSSYGPPSGTYPNDQYTPSQMSYPDQDGSSGASTPYGNGVVNGNGQYYDPNAIEMALPNDPYPAWTADPQSPLPIEQIEDIFIDLTNKFGFQRDSMRNMFDHFMTLLDSRSSRMSPEQALLSLHADYIGGDTANYKKWYFAAQLDMDDEIGFRNMKLGKLSRKARKAKKKNKKAMQEASPEDTEETLNQIEGDNSLEAADFRWKSKMNQLSPFEMVRQIALFLLCWGEANQVRFTPECLCFIYKCASDYLDSAQCQQRPDPLPEGDFLNRVITPLYRFIRSQVYEIVDGRYVKSEKDHNKVIGYDDVNQLFWYPEGIAKIVMEDGTRLIDLPAEERYLKLGEIPWDDVFFKTYKETRSWLHLVTNFNRIWIMHISVYWMYCAYNAPTFYTHNYQQ.... The pIC50 is 5.0. The drug is CCC(C)CC(C)CCCCCCCCC(=O)N[C@@H]1C[C@@H](O)[C@@H](O)NC(=O)[C@@H]2[C@@H](O)CCN2C(=O)[C@H]([C@@H](O)CC(N)=O)NC(=O)[C@H]([C@@H](O)[C@H](O)c2cc(I)c(O)c(I)c2)NC(=O)[C@@H]2C[C@@H](O)CN2C(=O)[C@H]([C@@H](C)O)NC1=O.